This data is from Full USPTO retrosynthesis dataset with 1.9M reactions from patents (1976-2016). The task is: Predict the reactants needed to synthesize the given product. (1) Given the product [Cl:33][C:34]1[CH:39]=[CH:38][CH:37]=[C:36]([Cl:40])[C:35]=1[NH:41][C:42]([NH:10][C:8]1[N:7]([C:11]2[C:16]([C:17]3[CH:22]=[CH:21][CH:20]=[CH:19][CH:18]=3)=[C:15]([C:23]3[CH:28]=[CH:27][CH:26]=[CH:25][CH:24]=3)[N:14]=[C:13]([C:29]([F:30])([F:32])[F:31])[N:12]=2)[N:6]=[C:5]([C:1]([CH3:4])([CH3:2])[CH3:3])[CH:9]=1)=[O:43], predict the reactants needed to synthesize it. The reactants are: [C:1]([C:5]1[CH:9]=[C:8]([NH2:10])[N:7]([C:11]2[C:16]([C:17]3[CH:22]=[CH:21][CH:20]=[CH:19][CH:18]=3)=[C:15]([C:23]3[CH:28]=[CH:27][CH:26]=[CH:25][CH:24]=3)[N:14]=[C:13]([C:29]([F:32])([F:31])[F:30])[N:12]=2)[N:6]=1)([CH3:4])([CH3:3])[CH3:2].[Cl:33][C:34]1[CH:39]=[CH:38][CH:37]=[C:36]([Cl:40])[C:35]=1[N:41]=[C:42]=[O:43].C(N(CC)CC)C.O. (2) Given the product [C:1]([O:5][C:6]([C@:8]1([NH2:13])[CH2:10][C@@H:9]1[CH2:11][CH3:12])=[O:7])([CH3:4])([CH3:3])[CH3:2], predict the reactants needed to synthesize it. The reactants are: [C:1]([O:5][C:6]([C@:8]1([NH:13]C(OCC[Si](C)(C)C)=O)[CH2:10][C@@H:9]1[CH2:11][CH3:12])=[O:7])([CH3:4])([CH3:3])[CH3:2].CCCC[N+](CCCC)(CCCC)CCCC.[F-].C1COCC1. (3) The reactants are: [CH3:1][CH:2]([CH3:11])[CH2:3][CH2:4][CH2:5][CH2:6][CH2:7][CH2:8][CH2:9][OH:10].[OH:12][C:13]1[CH:18]=[CH:17][C:16]([CH2:19][CH2:20][C:21](O)=[O:22])=[CH:15][C:14]=1[O:24][CH3:25].S([O-])([O-])(=O)=O.[Mg+2]. Given the product [OH:12][C:13]1[CH:18]=[CH:17][C:16]([CH2:19][CH2:20][C:21]([O:10][CH2:9][CH2:8][CH2:7][CH2:6][CH2:5][CH2:4][CH2:3][CH:2]([CH3:11])[CH3:1])=[O:22])=[CH:15][C:14]=1[O:24][CH3:25], predict the reactants needed to synthesize it. (4) Given the product [CH3:1][O:2][C:3]([C@H:5]1[CH2:7][C@H:6]1[C:8]([O:10][C:23]([CH3:26])([CH3:25])[CH3:24])=[O:9])=[O:4], predict the reactants needed to synthesize it. The reactants are: [CH3:1][O:2][C:3]([C@H:5]1[CH2:7][C@H:6]1[C:8]([OH:10])=[O:9])=[O:4].CN(C1C=CC=CN=1)C.C(OC(O[C:23]([CH3:26])([CH3:25])[CH3:24])=O)(O[C:23]([CH3:26])([CH3:25])[CH3:24])=O. (5) The reactants are: C1(P(C2CCCCC2)C2C=[CH:12][CH:11]=[CH:10][C:9]=2[C:14]2[CH:19]=[CH:18][CH:17]=[CH:16][CH:15]=2)CCCCC1.[F-].[K+].[C:28](=[O:31])([O-])[O-:29].[Cs+].[Cs+].C([O:37][C@@H:38]1[C@@H:43]([O:44]C(=O)C)[C@H:42]([O:48]C(=O)C)[C@@H:41]([CH2:52][O:53]C(=O)C)[O:40][C@H:39]1[C:57]1[CH:62]=[CH:61][CH:60]=[C:59]([CH2:63]Br)[C:58]=1[F:65])(=O)C.O1CCOC[CH2:67]1. Given the product [F:65][C:58]1[C:57]([C@H:39]2[C@H:38]([OH:37])[C@@H:43]([OH:44])[C@H:42]([OH:48])[C@@H:41]([CH2:52][OH:53])[O:40]2)=[CH:62][CH:61]=[CH:60][C:59]=1[CH2:63][C:9]1[CH:10]=[C:11]2[C:19](=[CH:18][CH:17]=[CH:16][CH:15]=[CH:12]2)[C:14]=1[C:28]([O:29][CH3:67])=[O:31], predict the reactants needed to synthesize it.